This data is from Reaction yield outcomes from USPTO patents with 853,638 reactions. The task is: Predict the reaction yield, written as a fraction of the theoretical maximum amount of product (1.0 means a 100% yield; for example, 0.34 means a 34% yield). (1) The reactants are [Cl:1][CH2:2][C:3]([C:5]1[CH:10]=[CH:9][CH:8]=[CH:7][CH:6]=1)=[O:4].[C:11]([O:15][C:16]([NH:18][CH:19]([C:31]1[CH:36]=[CH:35][CH:34]=[CH:33][CH:32]=1)[C:20]([O:22][C@@H:23]1[CH:28]2[CH2:29][CH2:30][N:25]([CH2:26][CH2:27]2)[CH2:24]1)=[O:21])=[O:17])([CH3:14])([CH3:13])[CH3:12].CCOCC. The catalyst is CCOC(C)=O. The product is [Cl-:1].[C:11]([O:15][C:16]([NH:18][CH:19]([C:31]1[CH:36]=[CH:35][CH:34]=[CH:33][CH:32]=1)[C:20]([O:22][C@@H:23]1[CH:28]2[CH2:29][CH2:30][N+:25]([CH2:2][C:3](=[O:4])[C:5]3[CH:10]=[CH:9][CH:8]=[CH:7][CH:6]=3)([CH2:26][CH2:27]2)[CH2:24]1)=[O:21])=[O:17])([CH3:14])([CH3:12])[CH3:13]. The yield is 0.550. (2) The reactants are [Cl:1][C:2]1[CH:7]=[CH:6][C:5]([S:8]([N:11]([C:15]2[C:16]([C:22](=[O:30])[C:23]3[CH:28]=[CH:27][CH:26]=[CH:25][C:24]=3[Cl:29])=[N:17][CH:18]=[C:19]([CH3:21])[CH:20]=2)COC)(=[O:10])=[O:9])=[CH:4][C:3]=1[C:31]([F:34])([F:33])[F:32].O. The catalyst is Cl.O1CCOCC1. The product is [Cl:1][C:2]1[CH:7]=[CH:6][C:5]([S:8]([NH:11][C:15]2[C:16]([C:22](=[O:30])[C:23]3[CH:28]=[CH:27][CH:26]=[CH:25][C:24]=3[Cl:29])=[N:17][CH:18]=[C:19]([CH3:21])[CH:20]=2)(=[O:10])=[O:9])=[CH:4][C:3]=1[C:31]([F:32])([F:34])[F:33]. The yield is 0.450. (3) The reactants are C(N(CC)C(C)C)C.[F:9][C:10]1[CH:11]=[C:12]([C:16]2[N:21]=[C:20]([CH3:22])[C:19]([C:23]([OH:25])=O)=[CH:18][N:17]=2)[CH:13]=[CH:14][CH:15]=1.[N:26]1([NH2:35])[C:30]2=[CH:31][N:32]=[CH:33][CH:34]=[C:29]2[CH:28]=[CH:27]1.CN(C(ON1N=NC2C=CC=CC1=2)=[N+](C)C)C.[B-](F)(F)(F)F. The catalyst is CN(C=O)C.O. The product is [N:26]1([NH:35][C:23]([C:19]2[C:20]([CH3:22])=[N:21][C:16]([C:12]3[CH:13]=[CH:14][CH:15]=[C:10]([F:9])[CH:11]=3)=[N:17][CH:18]=2)=[O:25])[C:30]2=[CH:31][N:32]=[CH:33][CH:34]=[C:29]2[CH:28]=[CH:27]1. The yield is 0.450.